From a dataset of Reaction yield outcomes from USPTO patents with 853,638 reactions. Predict the reaction yield, written as a fraction of the theoretical maximum amount of product (1.0 means a 100% yield; for example, 0.34 means a 34% yield). (1) The reactants are FC(F)(F)C(O)=O.[Cl:8][C:9]1[CH:10]=[C:11]([NH:16][C:17]2[C:26]3[C:21](=[CH:22][C:23]([OH:29])=[C:24]([O:27][CH3:28])[CH:25]=3)[N:20]=[CH:19][N:18]=2)[CH:12]=[CH:13][C:14]=1[Cl:15].Br[CH2:31][CH2:32][NH:33]C(=O)OC(C)(C)C.C(=O)([O-])[O-].[K+].[K+].Cl. The catalyst is CN(C)C(=O)C.CO.O1CCOCC1. The product is [ClH:8].[NH2:33][CH2:32][CH2:31][O:29][C:23]1[CH:22]=[C:21]2[C:26]([C:17]([NH:16][C:11]3[CH:12]=[CH:13][C:14]([Cl:15])=[C:9]([Cl:8])[CH:10]=3)=[N:18][CH:19]=[N:20]2)=[CH:25][C:24]=1[O:27][CH3:28]. The yield is 0.940. (2) The reactants are [ClH:1].[NH2:2][C:3]1[N:8]=[C:7]([NH:9][C:10]2[CH:15]=[CH:14][C:13]([NH:16]C(=O)C)=[CH:12][CH:11]=2)[CH:6]=[C:5]([CH3:20])[N:4]=1. The catalyst is Cl. The product is [ClH:1].[NH2:16][C:13]1[CH:12]=[CH:11][C:10]([NH:9][C:7]2[CH:6]=[C:5]([CH3:20])[N:4]=[C:3]([NH2:2])[N:8]=2)=[CH:15][CH:14]=1. The yield is 0.970. (3) The reactants are Br[C:2]1[CH:3]=[C:4]2[C:8](=[CH:9][CH:10]=1)[CH2:7][CH2:6][CH2:5]2.CC1(C)COB(B2OCC(C)(C)CO2)OC1.C([O-])(=O)C.[K+].Br[C:33]1[CH:34]=[C:35]2[C:39](=[CH:40][C:41]=1[Cl:42])[NH:38][N:37]=[C:36]2[C:43]([OH:45])=[O:44].C(=O)([O-])[O-].[K+].[K+].Cl. The catalyst is O1CCOCC1.C1C=CC(P(C2C=CC=CC=2)[C-]2C=CC=C2)=CC=1.C1C=CC(P(C2C=CC=CC=2)[C-]2C=CC=C2)=CC=1.Cl[Pd]Cl.[Fe+2].O.CCO. The product is [Cl:42][C:41]1[CH:40]=[C:39]2[C:35]([C:36]([C:43]([OH:45])=[O:44])=[N:37][NH:38]2)=[CH:34][C:33]=1[C:2]1[CH:3]=[C:4]2[C:8](=[CH:9][CH:10]=1)[CH2:7][CH2:6][CH2:5]2. The yield is 0.0600. (4) The reactants are [NH2:1][C:2]1[C:7](=[O:8])[NH:6][C:5]([C:9]2[CH:14]=[CH:13][C:12]([C:15]3([NH:19][C:20](=[O:26])[O:21][C:22]([CH3:25])([CH3:24])[CH3:23])[CH2:18][CH2:17][CH2:16]3)=[CH:11][CH:10]=2)=[C:4]([C:27]2[CH:32]=[CH:31][CH:30]=[CH:29][CH:28]=2)[CH:3]=1.Cl[CH2:34][S:35](Cl)(=[O:37])=[O:36].C(=O)([O-])[O-].[K+].[K+]. The catalyst is N1C=CC=CC=1. The product is [C:22]([O:21][C:20](=[O:26])[NH:19][C:15]1([C:12]2[CH:11]=[CH:10][C:9]([C:5]3[C:4]([C:27]4[CH:32]=[CH:31][CH:30]=[CH:29][CH:28]=4)=[CH:3][C:2]4[NH:1][S:35](=[O:37])(=[O:36])[CH2:34][O:8][C:7]=4[N:6]=3)=[CH:14][CH:13]=2)[CH2:18][CH2:17][CH2:16]1)([CH3:25])([CH3:24])[CH3:23]. The yield is 0.560. (5) The reactants are [CH3:1][NH:2][C:3](=[O:43])[CH2:4][C:5]1[CH:42]=[CH:41][CH:40]=[CH:39][C:6]=1[CH2:7][CH2:8][C:9]1[C:14]([C:15]([F:18])([F:17])[F:16])=[CH:13][N:12]=[C:11]([NH:19][C:20]2[CH:25]=[CH:24][C:23]([N:26]3[CH2:31][CH2:30][N:29](C(OC(C)(C)C)=O)[CH2:28][CH2:27]3)=[CH:22][CH:21]=2)[N:10]=1.FC(F)(F)C(O)=O. The catalyst is C(Cl)Cl. The product is [CH3:1][NH:2][C:3](=[O:43])[CH2:4][C:5]1[CH:42]=[CH:41][CH:40]=[CH:39][C:6]=1[CH2:7][CH2:8][C:9]1[C:14]([C:15]([F:18])([F:16])[F:17])=[CH:13][N:12]=[C:11]([NH:19][C:20]2[CH:21]=[CH:22][C:23]([N:26]3[CH2:31][CH2:30][NH:29][CH2:28][CH2:27]3)=[CH:24][CH:25]=2)[N:10]=1. The yield is 0.940. (6) The reactants are [N:1]1[CH:6]=[CH:5][CH:4]=[CH:3][C:2]=1[CH2:7][C:8]([O:10][CH2:11][CH3:12])=[O:9]. The catalyst is CO.[Pt](=O)=O. The product is [NH:1]1[CH2:6][CH2:5][CH2:4][CH2:3][CH:2]1[CH2:7][C:8]([O:10][CH2:11][CH3:12])=[O:9]. The yield is 0.960. (7) The reactants are [F:1][C:2]1[C:3]2[N:4]([CH:20]=[N:21][CH:22]=2)[C:5]([NH:11][C:12]2[CH:17]=[CH:16][C:15]([I:18])=[CH:14][C:13]=2[F:19])=[C:6]([C:8](O)=[O:9])[CH:7]=1.[CH:23]([O:25][CH2:26][CH2:27][O:28][NH2:29])=[CH2:24].CCN=C=NCCCN(C)C.C1C=CC2N(O)N=NC=2C=1.CCN(C(C)C)C(C)C. The catalyst is CN(C=O)C. The product is [CH:23]([O:25][CH2:26][CH2:27][O:28][NH:29][C:8]([C:6]1[CH:7]=[C:2]([F:1])[C:3]2[N:4]([CH:20]=[N:21][CH:22]=2)[C:5]=1[NH:11][C:12]1[CH:17]=[CH:16][C:15]([I:18])=[CH:14][C:13]=1[F:19])=[O:9])=[CH2:24]. The yield is 0.830. (8) The reactants are [CH2:1]([O:3][C:4]([C:7]1[CH:11]=[C:10]([NH:12][C:13](=[O:21])OC2C=CC=CC=2)[N:9]([C:22]2[CH:27]=[CH:26][CH:25]=[CH:24][CH:23]=2)[N:8]=1)([CH3:6])[CH3:5])[CH3:2].[CH3:28][O:29][C:30]1[CH:31]=[C:32]2[C:37](=[CH:38][C:39]=1[O:40][CH2:41][CH2:42][O:43][CH3:44])[N:36]=[CH:35][N:34]=[C:33]2[O:45][C:46]1[CH:47]=[C:48]([CH:50]=[CH:51][CH:52]=1)[NH2:49].C(N(CC)C(C)C)(C)C. The catalyst is C1COCC1. The product is [CH2:1]([O:3][C:4]([C:7]1[CH:11]=[C:10]([NH:12][C:13]([NH:49][C:48]2[CH:50]=[CH:51][CH:52]=[C:46]([O:45][C:33]3[C:32]4[C:37](=[CH:38][C:39]([O:40][CH2:41][CH2:42][O:43][CH3:44])=[C:30]([O:29][CH3:28])[CH:31]=4)[N:36]=[CH:35][N:34]=3)[CH:47]=2)=[O:21])[N:9]([C:22]2[CH:23]=[CH:24][CH:25]=[CH:26][CH:27]=2)[N:8]=1)([CH3:5])[CH3:6])[CH3:2]. The yield is 0.570.